Dataset: Forward reaction prediction with 1.9M reactions from USPTO patents (1976-2016). Task: Predict the product of the given reaction. (1) Given the reactants Br[C:2]1[CH:3]=[C:4]([C:18]2[CH:26]=[CH:25][CH:24]=[C:23]3[C:19]=2[CH:20]=[CH:21][N:22]3[Si](C(C)C)(C(C)C)C(C)C)[CH:5]=[C:6]([O:8]CC2C=CC(OC)=CC=2)[CH:7]=1.[CH3:37][N:38]([CH3:46])[C:39]1[C:44]([NH2:45])=[CH:43][CH:42]=[CH:41][N:40]=1, predict the reaction product. The product is: [CH3:37][N:38]([CH3:46])[C:39]1[C:44]([NH:45][C:2]2[CH:7]=[C:6]([OH:8])[CH:5]=[C:4]([C:18]3[CH:26]=[CH:25][CH:24]=[C:23]4[C:19]=3[CH:20]=[CH:21][NH:22]4)[CH:3]=2)=[CH:43][CH:42]=[CH:41][N:40]=1. (2) Given the reactants [Si]([C:8]1[N:9]([S:23]([N:26]([CH3:28])[CH3:27])(=[O:25])=[O:24])[C:10]([CH:13]([C:15]2[CH:20]=[CH:19][C:18]([C:21]#[N:22])=[CH:17][CH:16]=2)[OH:14])=[CH:11][N:12]=1)(C(C)(C)C)(C)C.CC(O)=O.O, predict the reaction product. The product is: [C:21]([C:18]1[CH:17]=[CH:16][C:15]([CH:13]([OH:14])[C:10]2[N:9]([S:23]([N:26]([CH3:27])[CH3:28])(=[O:24])=[O:25])[CH:8]=[N:12][CH:11]=2)=[CH:20][CH:19]=1)#[N:22].